Task: Predict which catalyst facilitates the given reaction.. Dataset: Catalyst prediction with 721,799 reactions and 888 catalyst types from USPTO (1) Reactant: [CH2:1]([C:5]1[N:6]([CH2:33][CH2:34][S:35][C:36]2[CH:41]=[CH:40][CH:39]=[CH:38][CH:37]=2)[C:7]2[C:16]3[CH2:15][CH2:14][CH2:13][CH2:12][C:11]=3[N:10]=[C:9]([N:17](C(OC(C)(C)C)=O)C(OC(C)(C)C)=O)[C:8]=2[N:32]=1)[CH2:2][CH2:3][CH3:4].Cl.[Cl:43]CCl. Product: [ClH:43].[CH2:1]([C:5]1[N:6]([CH2:33][CH2:34][S:35][C:36]2[CH:41]=[CH:40][CH:39]=[CH:38][CH:37]=2)[C:7]2[C:16]3[CH2:15][CH2:14][CH2:13][CH2:12][C:11]=3[N:10]=[C:9]([NH2:17])[C:8]=2[N:32]=1)[CH2:2][CH2:3][CH3:4]. The catalyst class is: 12. (2) Reactant: [NH2:1][C:2]1[CH:23]=[CH:22][C:5]([O:6][C:7]2[CH:16]=[CH:15][N:14]=[C:13]3[C:8]=2[C:9]2[CH:21]=[CH:20][CH:19]=[CH:18][C:10]=2[C:11](=[O:17])[NH:12]3)=[CH:4][CH:3]=1.[Cl:24][C:25]1[C:30]([Cl:31])=[CH:29][CH:28]=[CH:27][C:26]=1[S:32](Cl)(=[O:34])=[O:33].CCN(CC)CC.Cl. Product: [Cl:24][C:25]1[C:30]([Cl:31])=[CH:29][CH:28]=[CH:27][C:26]=1[S:32]([NH:1][C:2]1[CH:23]=[CH:22][C:5]([O:6][C:7]2[CH:16]=[CH:15][N:14]=[C:13]3[C:8]=2[C:9]2[CH:21]=[CH:20][CH:19]=[CH:18][C:10]=2[C:11](=[O:17])[NH:12]3)=[CH:4][CH:3]=1)(=[O:34])=[O:33]. The catalyst class is: 12. (3) Reactant: [NH:1]1[CH:5]=[N:4][CH:3]=[N:2]1.[H-].[Na+].CS(O[CH2:13][C:14]1([C:24]2[CH:29]=[CH:28][C:27]([F:30])=[CH:26][CH:25]=2)[CH:16]([C:17]2[CH:21]=[C:20]([Cl:22])[S:19][C:18]=2[Cl:23])[O:15]1)(=O)=O. Product: [Cl:23][C:18]1[S:19][C:20]([Cl:22])=[CH:21][C:17]=1[CH:16]1[O:15][C:14]1([CH2:13][N:1]1[CH:5]=[N:4][CH:3]=[N:2]1)[C:24]1[CH:25]=[CH:26][C:27]([F:30])=[CH:28][CH:29]=1. The catalyst class is: 42. (4) Reactant: [OH-].[Na+].[C:3]([OH:11])(=[O:10])[CH2:4][CH2:5][CH2:6][CH2:7][CH2:8][CH3:9].[CH2:12]([CH:15](CCCCC)C=O)[CH2:13]C. Product: [CH2:13]([CH:4]([CH2:5][CH2:6][CH2:7][CH2:8][CH3:9])[C:3]([OH:11])=[O:10])[CH2:12][CH3:15]. The catalyst class is: 6. (5) Reactant: [CH3:1][S:2][C:3]1[N:8]=[C:7]([NH:9][CH3:10])[C:6]([CH3:11])=[CH:5][N:4]=1.ClC1C=C(C=CC=1)C(OO)=[O:17].C(Cl)Cl.CO. Product: [CH3:1][S:2]([C:3]1[N:8]=[C:7]([NH:9][CH3:10])[C:6]([CH3:11])=[CH:5][N:4]=1)=[O:17]. The catalyst class is: 2. (6) Reactant: [F:1][C:2]([F:15])([F:14])[S:3]([N-:6][S:7]([C:10]([F:13])([F:12])[F:11])(=[O:9])=[O:8])(=[O:5])=[O:4].[Li+].[CH:17]1[C:30]2[C:21](=[CH:22][C:23]3[C:28]([CH:29]=2)=[CH:27][CH:26]=[CH:25][CH:24]=3)[CH:20]=[CH:19][CH:18]=1.[NH+:31]1[CH:35]=[CH:34][NH:33][CH:32]=1. Product: [F:13][C:10]([F:11])([F:12])[S:7]([N-:6][S:3]([C:2]([F:1])([F:14])[F:15])(=[O:4])=[O:5])(=[O:8])=[O:9].[CH:20]1[C:21]2[C:30](=[CH:29][C:28]3[C:23]([C:22]=2[N:31]2[CH:35]=[CH:34][NH+:33]([CH2:26][CH2:25][CH2:24][CH2:23][CH2:22][CH2:21][CH2:20][CH2:19][CH2:18][CH2:17][CH2:30][CH3:29])[CH2:32]2)=[CH:24][CH:25]=[CH:26][CH:27]=3)[CH:17]=[CH:18][CH:19]=1. The catalyst class is: 2. (7) Reactant: [CH2:1]([O:8][C:9]1[CH:15]=[CH:14][CH:13]=[CH:12][C:10]=1[NH2:11])[C:2]1[CH:7]=[CH:6][CH:5]=[CH:4][CH:3]=1.[C:16]1([O:22][C:23](Cl)=[O:24])[CH:21]=[CH:20][CH:19]=[CH:18][CH:17]=1. Product: [C:2]1([CH2:1][O:8][C:9]2[CH:15]=[CH:14][CH:13]=[CH:12][C:10]=2[NH:11][C:23](=[O:24])[O:22][C:16]2[CH:21]=[CH:20][CH:19]=[CH:18][CH:17]=2)[CH:3]=[CH:4][CH:5]=[CH:6][CH:7]=1. The catalyst class is: 1.